From a dataset of Reaction yield outcomes from USPTO patents with 853,638 reactions. Predict the reaction yield, written as a fraction of the theoretical maximum amount of product (1.0 means a 100% yield; for example, 0.34 means a 34% yield). (1) The reactants are [CH2:1]([O:8][C:9]1[CH:14]=[C:13]([O:15][CH3:16])[CH:12]=[CH:11][C:10]=1[CH:17]1[CH2:21][NH:20][C:19](=[O:22])[CH2:18]1)[C:2]1[CH:7]=[CH:6][CH:5]=[CH:4][CH:3]=1.P([O-])([O-])([O-])=O.[K+].[K+].[K+].Br[C:32]1[CH:33]=[C:34]([CH:37]=[CH:38][CH:39]=1)[C:35]#[N:36].[C@@H]1(N)CCCC[C@H]1N. The catalyst is CCOC(C)=O.[Cu]I.O1CCOCC1.CN(C=O)C. The product is [CH2:1]([O:8][C:9]1[CH:14]=[C:13]([O:15][CH3:16])[CH:12]=[CH:11][C:10]=1[CH:17]1[CH2:21][N:20]([C:32]2[CH:33]=[C:34]([CH:37]=[CH:38][CH:39]=2)[C:35]#[N:36])[C:19](=[O:22])[CH2:18]1)[C:2]1[CH:3]=[CH:4][CH:5]=[CH:6][CH:7]=1. The yield is 0.810. (2) The reactants are [Si]([O:8][CH2:9][C:10]1[CH:15]=[CH:14][C:13]([CH:16]([NH:28][C:29]2[CH:34]=[CH:33][CH:32]=[C:31]([O:35][CH3:36])[CH:30]=2)[C:17]([C:19]2[C:27]3[C:22](=[CH:23][CH:24]=[CH:25][CH:26]=3)[NH:21][CH:20]=2)=[O:18])=[CH:12][CH:11]=1)(C(C)(C)C)(C)C.[F-].[Cs+]. The catalyst is CN(C=O)C. The product is [OH:8][CH2:9][C:10]1[CH:15]=[CH:14][C:13]([CH:16]([NH:28][C:29]2[CH:34]=[CH:33][CH:32]=[C:31]([O:35][CH3:36])[CH:30]=2)[C:17]([C:19]2[C:27]3[C:22](=[CH:23][CH:24]=[CH:25][CH:26]=3)[NH:21][CH:20]=2)=[O:18])=[CH:12][CH:11]=1. The yield is 0.240. (3) The reactants are [CH:1]1([C:4]([C:6]2[CH:7]=[N:8][C:9]3[C:14]([C:15]=2[NH:16][C:17]2[CH:18]=[CH:19][C:20]([N:23]4[CH2:28][CH2:27][CH2:26][C@@H:25]([NH:29]C(=O)OC(C)(C)C)[CH2:24]4)=[N:21][CH:22]=2)=[N:13][C:12]([C:37]2[CH:42]=[C:41]([Cl:43])[C:40]([OH:44])=[C:39]([Cl:45])[CH:38]=2)=[CH:11][CH:10]=3)=[O:5])C[CH2:2]1.C(O)(C(F)(F)F)=O. No catalyst specified. The product is [ClH:43].[ClH:43].[ClH:43].[NH2:29][C@@H:25]1[CH2:26][CH2:27][CH2:28][N:23]([C:20]2[N:21]=[CH:22][C:17]([NH:16][C:15]3[C:14]4[C:9](=[CH:10][CH:11]=[C:12]([C:37]5[CH:38]=[C:39]([Cl:45])[C:40]([OH:44])=[C:41]([Cl:43])[CH:42]=5)[N:13]=4)[N:8]=[CH:7][C:6]=3[C:4](=[O:5])[CH2:1][CH3:2])=[CH:18][CH:19]=2)[CH2:24]1. The yield is 0.620. (4) The reactants are Br[C:2]1[CH:12]=[N:11][C:5]2[N:6]=[C:7]([Cl:10])[N:8]=[CH:9][C:4]=2[CH:3]=1.[CH3:13][O:14][C:15]1[CH:16]=[C:17](B(O)O)[CH:18]=[C:19]([O:21][CH3:22])[CH:20]=1.C(=O)([O-])[O-].[Cs+].[Cs+]. The catalyst is C1COCC1.O.CC(C)([P](C(C)(C)C)([Pd][P](C(C)(C)C)(C(C)(C)C)C(C)(C)C)C(C)(C)C)C. The product is [Cl:10][C:7]1[N:8]=[CH:9][C:4]2[CH:3]=[C:2]([C:17]3[CH:16]=[C:15]([O:14][CH3:13])[CH:20]=[C:19]([O:21][CH3:22])[CH:18]=3)[CH:12]=[N:11][C:5]=2[N:6]=1. The yield is 0.470. (5) The reactants are [Cl:1][C:2]1[CH:3]=[CH:4][C:5]([O:31][CH3:32])=[C:6]([NH:8][C:9](=[O:30])[CH2:10][N:11]2[C:19]3[CH2:18][CH2:17][N:16]([CH2:20][C:21](OCC)=[O:22])[CH2:15][C:14]=3[C:13]([C:26]([F:29])([F:28])[F:27])=[N:12]2)[CH:7]=1.[H-].[Al+3].[Li+].[H-].[H-].[H-].O.O.O.O.O.O.O.O.O.O.S([O-])([O-])(=O)=O.[Na+].[Na+]. The catalyst is C1COCC1. The product is [Cl:1][C:2]1[CH:3]=[CH:4][C:5]([O:31][CH3:32])=[C:6]([NH:8][C:9](=[O:30])[CH2:10][N:11]2[C:19]3[CH2:18][CH2:17][N:16]([CH2:20][CH2:21][OH:22])[CH2:15][C:14]=3[C:13]([C:26]([F:29])([F:28])[F:27])=[N:12]2)[CH:7]=1. The yield is 0.610. (6) The reactants are [Cl:1][C:2]1[CH:3]=[CH:4][C:5]2[S:9][C:8]([CH2:10][N:11]3[C:20](=[O:21])[C:19]4[N:18]([CH2:22][C:23]#[C:24][CH3:25])[C:17](Br)=[N:16][C:15]=4[N:14]([CH3:27])[C:12]3=[O:13])=[N:7][C:6]=2[CH:28]=1.[C:29]([O:33][C:34]([C@@H:36]1[CH2:41][CH2:40][CH2:39][N:38](N)[CH2:37]1)=[O:35])([CH3:32])([CH3:31])[CH3:30].C(=O)([O-])[O-].[K+].[K+].O.C[N:51](C)C=O. No catalyst specified. The product is [Cl:1][C:2]1[CH:3]=[CH:4][C:5]2[S:9][C:8]([CH2:10][N:11]3[C:20](=[O:21])[C:19]4[N:18]([CH2:22][C:23]#[C:24][CH3:25])[C:17]([N:38]5[CH2:39][CH2:40][CH2:41][CH:36]([C:34]([O:33][C:29]([CH3:32])([CH3:31])[CH3:30])=[O:35])[C@@H:37]5[NH2:51])=[N:16][C:15]=4[N:14]([CH3:27])[C:12]3=[O:13])=[N:7][C:6]=2[CH:28]=1. The yield is 0.726.